This data is from Full USPTO retrosynthesis dataset with 1.9M reactions from patents (1976-2016). The task is: Predict the reactants needed to synthesize the given product. (1) Given the product [CH3:1][C:2]1[N:3]([C:12]2[CH:17]=[CH:16][CH:15]=[CH:14][C:13]=2[CH3:18])[C:4]([C:7](=[O:9])[CH2:19][C:20]2[CH:25]=[CH:24][CH:23]=[CH:22][CH:21]=2)=[N:5][N:6]=1, predict the reactants needed to synthesize it. The reactants are: [CH3:1][C:2]1[N:3]([C:12]2[CH:17]=[CH:16][CH:15]=[CH:14][C:13]=2[CH3:18])[C:4]([C:7]([O:9]CC)=O)=[N:5][N:6]=1.[CH2:19]([Mg]Cl)[C:20]1[CH:25]=[CH:24][CH:23]=[CH:22][CH:21]=1.[Cl-].N. (2) Given the product [C:14]1([S:11]([N:4]2[C:5]3=[N:6][CH:7]=[CH:8][CH:9]=[C:10]3[C:2]([B:20]3[O:24][C:23]([CH3:26])([CH3:25])[C:22]([CH3:28])([CH3:27])[O:21]3)=[CH:3]2)(=[O:13])=[O:12])[CH:19]=[CH:18][CH:17]=[CH:16][CH:15]=1, predict the reactants needed to synthesize it. The reactants are: Br[C:2]1[C:10]2[C:5](=[N:6][CH:7]=[CH:8][CH:9]=2)[N:4]([S:11]([C:14]2[CH:19]=[CH:18][CH:17]=[CH:16][CH:15]=2)(=[O:13])=[O:12])[CH:3]=1.[B:20]1([B:20]2[O:24][C:23]([CH3:26])([CH3:25])[C:22]([CH3:28])([CH3:27])[O:21]2)[O:24][C:23]([CH3:26])([CH3:25])[C:22]([CH3:28])([CH3:27])[O:21]1.C([O-])(=O)C.[K+]. (3) Given the product [CH2:1]([O:3][C:4]([C:6]1[C:14]2[CH:13]=[CH:12][C:11]([O:15][S:35]([C:34]([F:47])([F:46])[F:33])(=[O:37])=[O:36])=[CH:10][C:9]=2[O:8][C:7]=1[C:16](=[O:25])[C:17]1[CH:22]=[CH:21][C:20]([Cl:23])=[CH:19][C:18]=1[Cl:24])=[O:5])[CH3:2], predict the reactants needed to synthesize it. The reactants are: [CH2:1]([O:3][C:4]([C:6]1[C:10]2[C:11]([OH:15])=[CH:12][CH:13]=[CH:14][C:9]=2[O:8][C:7]=1[C:16](=[O:25])[C:17]1[CH:22]=[CH:21][C:20]([Cl:23])=[CH:19][C:18]=1[Cl:24])=[O:5])[CH3:2].C(N(CC)CC)C.[F:33][C:34]([F:47])([F:46])[S:35](O[S:35]([C:34]([F:47])([F:46])[F:33])(=[O:37])=[O:36])(=[O:37])=[O:36]. (4) Given the product [C:6]([C:8]1[CH:9]=[CH:10][C:11]([S:14]([O-:16])=[O:15])=[CH:12][CH:13]=1)#[N:7].[Na+:5], predict the reactants needed to synthesize it. The reactants are: C(=O)([O-])O.[Na+:5].[C:6]([C:8]1[CH:13]=[CH:12][C:11]([S:14](Cl)(=[O:16])=[O:15])=[CH:10][CH:9]=1)#[N:7]. (5) Given the product [OH:46][CH:43]1[CH2:44][CH2:45][N:40]([CH2:39][CH2:38][NH:37][C:32](=[O:36])[C@H:33]([CH3:35])[CH2:34][C@H:30]([OH:31])[C@@H:9]([NH:8][C:6]([O:5][C:1]([CH3:3])([CH3:4])[CH3:2])=[O:7])[CH2:10][C@@H:11]([CH:27]([CH3:29])[CH3:28])[CH2:12][C:13]2[CH:18]=[CH:17][C:16]([O:19][CH3:20])=[C:15]([O:21][CH2:22][CH2:23][CH2:24][O:25][CH3:26])[CH:14]=2)[CH2:41][CH2:42]1, predict the reactants needed to synthesize it. The reactants are: [C:1]([O:5][C:6]([NH:8][C@H:9]([CH:30]1[CH2:34][C@@H:33]([CH3:35])[C:32](=[O:36])[O:31]1)[CH2:10][C@@H:11]([CH:27]([CH3:29])[CH3:28])[CH2:12][C:13]1[CH:18]=[CH:17][C:16]([O:19][CH3:20])=[C:15]([O:21][CH2:22][CH2:23][CH2:24][O:25][CH3:26])[CH:14]=1)=[O:7])([CH3:4])([CH3:3])[CH3:2].[NH2:37][CH2:38][CH2:39][N:40]1[CH2:45][CH2:44][CH:43]([OH:46])[CH2:42][CH2:41]1. (6) Given the product [ClH:21].[ClH:21].[O:1]1[CH2:2][CH2:3][CH:4]([N:7]2[CH2:12][CH2:11][CH:10]([NH2:13])[CH2:9][CH2:8]2)[CH2:5][CH2:6]1, predict the reactants needed to synthesize it. The reactants are: [O:1]1[CH2:6][CH2:5][CH:4]([N:7]2[CH2:12][CH2:11][CH:10]([NH:13]C(=O)OC(C)(C)C)[CH2:9][CH2:8]2)[CH2:3][CH2:2]1.[ClH:21]. (7) Given the product [Cl:25][C:5]1[C:6]2[S:11][C:10]([S:12][CH3:13])=[N:9][C:7]=2[N:8]=[C:3]([C:2]([F:22])([F:1])[C:15]2[CH:20]=[CH:19][C:18]([F:21])=[CH:17][CH:16]=2)[N:4]=1, predict the reactants needed to synthesize it. The reactants are: [F:1][C:2]([F:22])([C:15]1[CH:20]=[CH:19][C:18]([F:21])=[CH:17][CH:16]=1)[C:3]1[NH:4][C:5](=O)[C:6]2[S:11][C:10]([S:12][CH3:13])=[N:9][C:7]=2[N:8]=1.P(Cl)(Cl)([Cl:25])=O. (8) Given the product [Br:11][CH2:12][C:13]([O:10][C:7]([C:1]1[CH:6]=[CH:5][CH:4]=[CH:3][CH:2]=1)([CH3:9])[CH3:8])=[O:14], predict the reactants needed to synthesize it. The reactants are: [C:1]1([C:7]([OH:10])([CH3:9])[CH3:8])[CH:6]=[CH:5][CH:4]=[CH:3][CH:2]=1.[Br:11][CH2:12][C:13](Cl)=[O:14]. (9) Given the product [F:1][C:2]1[CH:7]=[C:6]([N+:8]([O-:10])=[O:9])[C:5]([F:11])=[CH:4][C:3]=1[O:14][CH3:13], predict the reactants needed to synthesize it. The reactants are: [F:1][C:2]1[CH:7]=[C:6]([N+:8]([O-:10])=[O:9])[C:5]([F:11])=[CH:4][C:3]=1F.[CH3:13][O-:14].[Na+].